This data is from Full USPTO retrosynthesis dataset with 1.9M reactions from patents (1976-2016). The task is: Predict the reactants needed to synthesize the given product. (1) The reactants are: [NH2:1][C:2]1[C:3]2[C:13](=[O:14])[N:12]([C:15]3[CH:20]=[CH:19][C:18]([C:21]([CH3:25])([CH3:24])[CH2:22][OH:23])=[CH:17][CH:16]=3)[CH2:11][CH2:10][C:4]=2[N:5]=[C:6]([O:8][CH3:9])[N:7]=1.CC(OI1(OC(C)=O)(OC(C)=O)OC(=O)C2C=CC=CC1=2)=O. Given the product [NH2:1][C:2]1[C:3]2[C:13](=[O:14])[N:12]([C:15]3[CH:20]=[CH:19][C:18]([C:21]([CH3:25])([CH3:24])[CH:22]=[O:23])=[CH:17][CH:16]=3)[CH2:11][CH2:10][C:4]=2[N:5]=[C:6]([O:8][CH3:9])[N:7]=1, predict the reactants needed to synthesize it. (2) Given the product [CH2:16]([C:15]1[N:8]=[C:6]([C:5]2[CH:9]=[CH:10][C:2]([OH:1])=[C:3]([O:11][CH3:12])[CH:4]=2)[O:7][CH:14]=1)[CH3:17], predict the reactants needed to synthesize it. The reactants are: [OH:1][C:2]1[CH:10]=[CH:9][C:5]([C:6]([NH2:8])=[O:7])=[CH:4][C:3]=1[O:11][CH3:12].Br[CH2:14][C:15](=O)[CH2:16][CH3:17]. (3) Given the product [OH:15][C:16]12[C:27]3[C:22](=[C:23]([N:2]4[CH2:7][CH2:6][CH:5]([OH:41])[CH2:4][CH2:3]4)[CH:24]=[CH:25][CH:26]=3)[C:21](=[O:29])[C:20]1([OH:30])[C:19]1[CH:31]=[CH:32][C:33]([CH:35]([CH3:37])[CH3:36])=[CH:34][C:18]=1[O:17]2, predict the reactants needed to synthesize it. The reactants are: O[N:2]1[CH2:7][CH2:6][CH2:5][CH2:4][CH2:3]1.C(N(CC)CC)C.[OH:15][C:16]12[C:27]3[C:22](=[C:23](F)[CH:24]=[CH:25][CH:26]=3)[C:21](=[O:29])[C:20]1([OH:30])[C:19]1[CH:31]=[CH:32][C:33]([CH:35]([CH3:37])[CH3:36])=[CH:34][C:18]=1[O:17]2.CN(C)C=[O:41]. (4) Given the product [CH3:35][C:31]1([CH3:34])[CH2:30][CH2:29][CH:28]([C:7]2[S:6][C:5]([C:3]([OH:4])=[O:2])=[C:9]([N:10]([C@H:20]3[CH2:21][CH2:22][C@H:23]([O:26][CH3:27])[CH2:24][CH2:25]3)[C:11]([C@H:13]3[CH2:18][CH2:17][C@H:16]([CH3:19])[CH2:15][CH2:14]3)=[O:12])[CH:8]=2)[CH2:33][CH2:32]1, predict the reactants needed to synthesize it. The reactants are: C[O:2][C:3]([C:5]1[S:6][C:7]([CH:28]2[CH2:33][CH2:32][C:31]([CH3:35])([CH3:34])[CH2:30][CH2:29]2)=[CH:8][C:9]=1[N:10]([C@H:20]1[CH2:25][CH2:24][C@H:23]([O:26][CH3:27])[CH2:22][CH2:21]1)[C:11]([C@H:13]1[CH2:18][CH2:17][C@H:16]([CH3:19])[CH2:15][CH2:14]1)=[O:12])=[O:4].CO.O.O[Li].O. (5) Given the product [Br:22][C:3]1[C:2]([Cl:1])=[N:7][N:6]2[C:8]([C:11]3[CH:16]=[CH:15][CH:14]=[CH:13][C:12]=3[F:17])=[N:9][N:10]=[C:5]2[CH:4]=1, predict the reactants needed to synthesize it. The reactants are: [Cl:1][C:2]1[C:3]([Si](C)(C)C)=[CH:4][C:5]2[N:6]([C:8]([C:11]3[CH:16]=[CH:15][CH:14]=[CH:13][C:12]=3[F:17])=[N:9][N:10]=2)[N:7]=1.[Br:22]C(F)(F)C(F)(F)Br. (6) Given the product [CH:39]1([N:36]2[CH2:37][CH2:38][N:33]([C:31](=[O:32])[CH2:30][N:18]3[CH2:17][CH2:16][C:15]4[C:14]5[C:9](=[CH:10][CH:11]=[CH:12][CH:13]=5)[N:8]([C:2]5[CH:3]=[CH:4][CH:5]=[CH:6][CH:7]=5)[C:20]=4[CH2:19]3)[CH2:34][CH2:35]2)[CH2:42][CH2:41][CH2:40]1, predict the reactants needed to synthesize it. The reactants are: Cl.[C:2]1([N:8]2[C:20]3[CH2:19][NH:18][CH2:17][CH2:16][C:15]=3[C:14]3[C:9]2=[CH:10][CH:11]=[CH:12][CH:13]=3)[CH:7]=[CH:6][CH:5]=[CH:4][CH:3]=1.[Na+].[I-].C([O-])([O-])=O.[K+].[K+].Cl[CH2:30][C:31]([N:33]1[CH2:38][CH2:37][N:36]([CH:39]2[CH2:42][CH2:41][CH2:40]2)[CH2:35][CH2:34]1)=[O:32]. (7) Given the product [Cl:1][C:2]1[C:3]([N:12]2[CH2:17][CH2:16][N:15]([CH3:18])[CH2:14][CH2:13]2)=[C:4]([NH2:9])[C:5]([NH2:6])=[CH:7][CH:8]=1, predict the reactants needed to synthesize it. The reactants are: [Cl:1][C:2]1[CH:8]=[CH:7][C:5]([NH2:6])=[C:4]([N+:9]([O-])=O)[C:3]=1[N:12]1[CH2:17][CH2:16][N:15]([CH3:18])[CH2:14][CH2:13]1.[BH4-].[Na+]. (8) Given the product [N:22]12[CH2:27][CH2:26][CH:25]([CH2:24][CH2:23]1)[C@H:20]([NH:19][C:14]([C:10]1[CH:11]=[CH:12][CH:13]=[C:7]3[O:6][C:5]([C:1]([CH3:2])([CH3:3])[CH3:4])=[N:9][C:8]=13)=[O:16])[CH2:21]2, predict the reactants needed to synthesize it. The reactants are: [C:1]([C:5]1[O:6][C:7]2[C:8](=[C:10]([C:14]([OH:16])=O)[CH:11]=[CH:12][CH:13]=2)[N:9]=1)([CH3:4])([CH3:3])[CH3:2].Cl.Cl.[NH2:19][C@H:20]1[CH:25]2[CH2:26][CH2:27][N:22]([CH2:23][CH2:24]2)[CH2:21]1.Cl.C(N=C=NCCCN(C)C)C.ON1C2C=CC=CC=2N=N1.C(N(CC)CC)C.